This data is from Reaction yield outcomes from USPTO patents with 853,638 reactions. The task is: Predict the reaction yield, written as a fraction of the theoretical maximum amount of product (1.0 means a 100% yield; for example, 0.34 means a 34% yield). (1) The reactants are Br[C:2]1[CH:11]=[C:10]([CH3:12])[C:9]([C:13]#[N:14])=[CH:8][C:3]=1[C:4]([O:6][CH3:7])=[O:5].[CH:15]1(B(O)O)[CH2:17][CH2:16]1.C(=O)([O-])[O-].[K+].[K+]. The catalyst is C1(C)C=CC=CC=1.O.C1C=CC(P(C2C=CC=CC=2)[C-]2C=CC=C2)=CC=1.C1C=CC(P(C2C=CC=CC=2)[C-]2C=CC=C2)=CC=1.Cl[Pd]Cl.[Fe+2].CC([O-])=O.CC([O-])=O.[Pd+2]. The product is [C:13]([C:9]1[C:10]([CH3:12])=[CH:11][C:2]([CH:15]2[CH2:17][CH2:16]2)=[C:3]([CH:8]=1)[C:4]([O:6][CH3:7])=[O:5])#[N:14]. The yield is 0.890. (2) The reactants are [OH-].[Na+].C([O:5][C:6](=[O:27])[CH2:7][C:8]([CH:22]1[CH2:26][CH2:25][CH2:24][CH2:23]1)([OH:21])[CH2:9][CH2:10][NH:11][C:12](=[O:20])[CH2:13][CH2:14][C:15]1[O:16][CH:17]=[CH:18][CH:19]=1)C. The catalyst is C(Cl)Cl. The product is [CH:22]1([C:8]([OH:21])([CH2:9][CH2:10][NH:11][C:12](=[O:20])[CH2:13][CH2:14][C:15]2[O:16][CH:17]=[CH:18][CH:19]=2)[CH2:7][C:6]([OH:27])=[O:5])[CH2:23][CH2:24][CH2:25][CH2:26]1. The yield is 0.370. (3) The reactants are [BH4-].[Na+].[CH3:3][O:4][C:5]1[CH:6]=[C:7]2[C:12](=[CH:13][CH:14]=1)[C:11]([C:15]1[S:16][CH:17]=[CH:18][CH:19]=1)=[N:10][CH2:9][CH2:8]2. The catalyst is CO. The product is [CH3:3][O:4][C:5]1[CH:6]=[C:7]2[C:12](=[CH:13][CH:14]=1)[CH:11]([C:15]1[S:16][CH:17]=[CH:18][CH:19]=1)[NH:10][CH2:9][CH2:8]2. The yield is 0.890. (4) The reactants are C(OC([N:11]1[CH2:16][CH2:15][CH:14]([NH:17][C:18]([O:20][C:21]([CH3:24])([CH3:23])[CH3:22])=[O:19])[CH:13]([O:25][CH3:26])[CH2:12]1)=O)C1C=CC=CC=1. The catalyst is CO.[OH-].[OH-].[Pd+2]. The product is [C:21]([O:20][C:18](=[O:19])[NH:17][CH:14]1[CH2:15][CH2:16][NH:11][CH2:12][CH:13]1[O:25][CH3:26])([CH3:24])([CH3:23])[CH3:22]. The yield is 0.920. (5) The reactants are [F:1][C:2]1[CH:17]=[C:16]([N+:18]([O-:20])=[O:19])[CH:15]=[CH:14][C:3]=1[O:4][C:5]1[CH:10]=[CH:9][N:8]=[C:7]([NH2:11])[C:6]=1[CH:12]=[CH2:13].[CH3:21][C:22]([O:25][C:26](O[C:26]([O:25][C:22]([CH3:24])([CH3:23])[CH3:21])=[O:27])=[O:27])([CH3:24])[CH3:23]. The catalyst is O1CCOCC1.C(O)(C)(C)C. The product is [F:1][C:2]1[CH:17]=[C:16]([N+:18]([O-:20])=[O:19])[CH:15]=[CH:14][C:3]=1[O:4][C:5]1[CH:10]=[CH:9][N:8]=[C:7]([NH:11][C:26](=[O:27])[O:25][C:22]([CH3:24])([CH3:23])[CH3:21])[C:6]=1[CH:12]=[CH2:13]. The yield is 0.600. (6) The catalyst is C(Cl)Cl. The reactants are [CH2:1]([O:3][P:4]([C:9]([C:12]1[CH:17]=[CH:16][C:15]([CH2:18]Br)=[CH:14][CH:13]=1)([F:11])[F:10])(=[O:8])[O:5][CH2:6][CH3:7])[CH3:2].[C:20]1([C:26]2[CH:33]=[CH:32][C:29]([CH2:30][NH2:31])=[CH:28][CH:27]=2)[CH:25]=[CH:24][CH:23]=[CH:22][CH:21]=1.CCN([CH2:39][CH3:40])CC. The yield is 0.340. The product is [CH2:1]([O:3][P:4]([C:9]([C:12]1[CH:17]=[CH:16][C:15]([CH2:18][N:31]([CH2:30][C:29]2[CH:28]=[CH:27][C:26]([C:20]3[CH:21]=[CH:22][CH:23]=[CH:24][CH:25]=3)=[CH:33][CH:32]=2)[CH2:18][C:15]2[CH:14]=[CH:13][C:12]([C:9]([P:4]([O:8][CH2:39][CH3:40])([O:3][CH2:1][CH3:2])=[O:5])([F:10])[F:11])=[CH:17][CH:16]=2)=[CH:14][CH:13]=1)([F:11])[F:10])(=[O:8])[O:5][CH2:6][CH3:7])[CH3:2]. (7) The reactants are [Cl:1][C:2]1[CH:3]=[C:4]([C:8]([OH:10])=O)[NH:5][C:6]=1[CH3:7].[NH2:11][C@@H:12]1[CH2:17][CH2:16][N:15]([C:18]([O:20][CH2:21][CH3:22])=[O:19])[CH2:14][C@@H:13]1[O:23][CH2:24][CH3:25].C1C=CC2N(O)N=NC=2C=1.CN1CCOCC1.CCN=C=NCCCN(C)C.Cl. The catalyst is ClCCl. The product is [Cl:1][C:2]1[CH:3]=[C:4]([C:8]([NH:11][C@@H:12]2[CH2:17][CH2:16][N:15]([C:18]([O:20][CH2:21][CH3:22])=[O:19])[CH2:14][C@@H:13]2[O:23][CH2:24][CH3:25])=[O:10])[NH:5][C:6]=1[CH3:7]. The yield is 0.800.